Dataset: Catalyst prediction with 721,799 reactions and 888 catalyst types from USPTO. Task: Predict which catalyst facilitates the given reaction. Reactant: [Cl:1][C:2]1[N:10]=[C:9]2[C:5]([N:6]=[CH:7][N:8]2[CH2:11][CH2:12][CH3:13])=[C:4](Cl)[N:3]=1.N[CH:16]([C:23]1[CH:28]=[CH:27][CH:26]=[CH:25][CH:24]=1)[C:17]1[CH:22]=[CH:21][CH:20]=[CH:19][CH:18]=1.[CH2:29]([N:31](CC)CC)C. Product: [Cl:1][C:2]1[N:10]=[C:9]2[C:5]([N:6]=[CH:7][N:8]2[CH2:11][CH2:12][CH3:13])=[C:4]([NH:31][CH2:29][CH:16]([C:23]2[CH:28]=[CH:27][CH:26]=[CH:25][CH:24]=2)[C:17]2[CH:22]=[CH:21][CH:20]=[CH:19][CH:18]=2)[N:3]=1. The catalyst class is: 114.